Dataset: Catalyst prediction with 721,799 reactions and 888 catalyst types from USPTO. Task: Predict which catalyst facilitates the given reaction. (1) The catalyst class is: 15. Reactant: [CH:1]1([CH2:6][C@H:7]([N:21]2[CH2:25][C:24](OC)=[CH:23][C:22]2=[O:28])[C:8]([NH:10][C:11]2[CH:15]=[CH:14][N:13]([CH2:16][C:17]([OH:20])([CH3:19])[CH3:18])[N:12]=2)=[O:9])[CH2:5][CH2:4][CH2:3][CH2:2]1.Cl.[CH3:30][O:31][CH2:32][C@@H:33]([OH:35])[CH3:34].O.C1(C)C=CC(S(O)(=O)=O)=CC=1. Product: [CH:1]1([CH2:6][C@H:7]([N:21]2[CH2:25][C:24]([O:35][C@@H:33]([CH3:34])[CH2:32][O:31][CH3:30])=[CH:23][C:22]2=[O:28])[C:8]([NH:10][C:11]2[CH:15]=[CH:14][N:13]([CH2:16][C:17]([OH:20])([CH3:18])[CH3:19])[N:12]=2)=[O:9])[CH2:5][CH2:4][CH2:3][CH2:2]1. (2) Reactant: [Cl:1][C:2]1[C:3]([O:30][C@H:31]2[CH2:36][C:35]([F:38])([F:37])[CH2:34][CH2:33][C@@H:32]2[C:39]2[CH:40]=[N:41][N:42](COC)[CH:43]=2)=[CH:4][C:5]([F:29])=[C:6]([S:8]([N:11](CC2C=CC(OC)=CC=2OC)[C:12]2[CH:17]=[CH:16][N:15]=[CH:14][N:13]=2)(=[O:10])=[O:9])[CH:7]=1.C([SiH](CC)CC)C.FC(F)(F)C(O)=O.Cl. Product: [Cl:1][C:2]1[C:3]([O:30][C@H:31]2[CH2:36][C:35]([F:38])([F:37])[CH2:34][CH2:33][C@@H:32]2[C:39]2[CH:43]=[N:42][NH:41][CH:40]=2)=[CH:4][C:5]([F:29])=[C:6]([S:8]([NH:11][C:12]2[CH:17]=[CH:16][N:15]=[CH:14][N:13]=2)(=[O:9])=[O:10])[CH:7]=1. The catalyst class is: 412. (3) Reactant: [CH2:1]([C@:8]1([CH3:24])[NH:12][C:11](=[O:13])[N:10]([CH2:14][C:15](=[O:22])[C:16]2[CH:21]=[CH:20][CH:19]=[CH:18][CH:17]=2)[C:9]1=[O:23])[C:2]1[CH:7]=[CH:6][CH:5]=[CH:4][CH:3]=1.I[CH3:26]. Product: [CH2:1]([C@:8]1([CH3:24])[N:12]([CH3:26])[C:11](=[O:13])[N:10]([CH2:14][C:15](=[O:22])[C:16]2[CH:17]=[CH:18][CH:19]=[CH:20][CH:21]=2)[C:9]1=[O:23])[C:2]1[CH:3]=[CH:4][CH:5]=[CH:6][CH:7]=1. The catalyst class is: 3. (4) Reactant: C([O:3][C:4]([C:6]1([NH:15][C:16]([C:18]2[C:19]3[CH:20]=[CH:21][NH:22][C:23]=3[CH:24]=[CH:25][CH:26]=2)=[O:17])[CH2:14][C:13]2[C:8](=[CH:9][CH:10]=[CH:11][CH:12]=2)[CH2:7]1)=[O:5])C.[OH-].[K+].O. Product: [NH:22]1[C:23]2[CH:24]=[CH:25][CH:26]=[C:18]([C:16]([NH:15][C:6]3([C:4]([OH:5])=[O:3])[CH2:7][C:8]4[C:13](=[CH:12][CH:11]=[CH:10][CH:9]=4)[CH2:14]3)=[O:17])[C:19]=2[CH:20]=[CH:21]1. The catalyst class is: 14. (5) The catalyst class is: 20. Product: [I:21][C:22]1[C:30]2[C:25](=[CH:26][N:27]=[CH:28][CH:29]=2)[N:24]([CH2:31][C:32]2[CH:33]=[CH:34][C:35]([O:38][C:39](=[O:41])[CH3:40])=[CH:36][CH:37]=2)[CH:23]=1.[I:21][C:22]1[C:30]2[C:25](=[CH:26][N:27]=[CH:28][CH:29]=2)[N:24]([CH2:31][C:32]2[CH:37]=[CH:36][C:35]([OH:38])=[CH:34][CH:33]=2)[CH:23]=1. Reactant: ClCC1C=CC(OC(=O)C)=CC=1.C(Br)C1C=CC=CC=1.[I:21][C:22]1[C:30]2[C:25](=[CH:26][N:27]=[CH:28][CH:29]=2)[N:24]([CH2:31][C:32]2[CH:37]=[CH:36][C:35]([O:38][C:39](=[O:41])[CH3:40])=[CH:34][CH:33]=2)[CH:23]=1.[Li+].[OH-]. (6) Reactant: Br[C:2]1[CH:10]=[CH:9][C:8]2[NH:7][C:6]3[CH2:11][CH2:12][N:13]([C:15]4[N:20]=[CH:19][C:18]([C:21]([O:23][CH3:24])=[O:22])=[CH:17][N:16]=4)[CH2:14][C:5]=3[C:4]=2[CH:3]=1.C([O-])([O-])=O.[Cs+].[Cs+].[CH:31]([C:33]1[S:37][C:36](B(O)O)=[CH:35][CH:34]=1)=[O:32]. Product: [CH3:24][O:23][C:21]([C:18]1[CH:19]=[N:20][C:15]([N:13]2[CH2:12][CH2:11][C:6]3[NH:7][C:8]4[CH:9]=[CH:10][C:2]([C:36]5[S:37][C:33]([CH:31]=[O:32])=[CH:34][CH:35]=5)=[CH:3][C:4]=4[C:5]=3[CH2:14]2)=[N:16][CH:17]=1)=[O:22]. The catalyst class is: 176. (7) Reactant: [C:1]([O:5][C:6]([N:8]1[CH2:15][CH:14]2[CH:10]([CH2:11][C:12]([C:16]([O:18]C)=[O:17])=[CH:13]2)[CH2:9]1)=[O:7])([CH3:4])([CH3:3])[CH3:2].[OH-].[Li+]. Product: [C:1]([O:5][C:6]([N:8]1[CH2:9][CH:10]2[CH:14]([CH2:13][C:12]([C:16]([OH:18])=[O:17])=[CH:11]2)[CH2:15]1)=[O:7])([CH3:4])([CH3:2])[CH3:3]. The catalyst class is: 36. (8) Reactant: [OH-].[K+].C1COCC1.C([O:10][C:11](=[O:43])[C@:12]([N:18]([CH3:42])[C:19]([C:21]1[CH:26]=[CH:25][C:24]([C:27]2[CH:32]=[CH:31][C:30]([O:33][CH2:34][CH2:35][N:36]3[CH2:41][CH2:40][O:39][CH2:38][CH2:37]3)=[CH:29][CH:28]=2)=[CH:23][CH:22]=1)=[O:20])([CH3:17])[C:13]([NH:15][CH3:16])=[O:14])C.C(O)(=O)CC(CC(O)=O)(C(O)=O)O. Product: [C:11]([C@:12]([N:18]([CH3:42])[C:19]([C:21]1[CH:26]=[CH:25][C:24]([C:27]2[CH:32]=[CH:31][C:30]([O:33][CH2:34][CH2:35][N:36]3[CH2:37][CH2:38][O:39][CH2:40][CH2:41]3)=[CH:29][CH:28]=2)=[CH:23][CH:22]=1)=[O:20])([CH3:17])[C:13]([NH:15][CH3:16])=[O:14])([OH:43])=[O:10]. The catalyst class is: 5. (9) Reactant: [CH3:1][C:2]1[CH:7]=[CH:6][C:5]([OH:8])=[CH:4][C:3]=1[N+:9]([O-:11])=[O:10].[O:12]1[CH:17]=[CH:16][CH2:15][CH2:14][CH2:13]1.CC1C=CC(S(O)(=O)=O)=CC=1.N1C=CC=CC=1. Product: [CH3:1][C:2]1[CH:7]=[CH:6][C:5]([O:8][CH:13]2[CH2:14][CH2:15][CH2:16][CH2:17][O:12]2)=[CH:4][C:3]=1[N+:9]([O-:11])=[O:10]. The catalyst class is: 4.